Dataset: Reaction yield outcomes from USPTO patents with 853,638 reactions. Task: Predict the reaction yield, written as a fraction of the theoretical maximum amount of product (1.0 means a 100% yield; for example, 0.34 means a 34% yield). (1) The reactants are [CH3:1][C:2]1[C:6]([C:7]2[C:8]([O:23][CH3:24])=[CH:9][C:10]3[C:11]4[NH:21][C:20](=[O:22])[O:19][C:12]=4[C:13]([CH2:17][OH:18])=[N:14][C:15]=3[CH:16]=2)=[C:5]([CH3:25])[O:4][N:3]=1.C([O-])([O-])=O.[Cs+].[Cs+].Br[CH2:33][C:34]1[CH:39]=[CH:38][CH:37]=[CH:36][C:35]=1[C:40]#[N:41]. The catalyst is CCCC[N+](CCCC)(CCCC)CCCC.[I-].CN(C=O)C. The product is [CH3:1][C:2]1[C:6]([C:7]2[C:8]([O:23][CH3:24])=[CH:9][C:10]3[C:11]4[N:21]([CH2:33][C:34]5[CH:39]=[CH:38][CH:37]=[CH:36][C:35]=5[C:40]#[N:41])[C:20](=[O:22])[O:19][C:12]=4[C:13]([CH2:17][OH:18])=[N:14][C:15]=3[CH:16]=2)=[C:5]([CH3:25])[O:4][N:3]=1. The yield is 0.110. (2) The reactants are [Cl:1][C:2]1[C:3](=O)[NH:4][N:5]=[CH:6][C:7]=1[Cl:8].O=P(Cl)(Cl)[Cl:12]. The catalyst is C1(C)C=CC=CC=1. The product is [Cl:12][C:3]1[N:4]=[N:5][CH:6]=[C:7]([Cl:8])[C:2]=1[Cl:1]. The yield is 0.900. (3) The reactants are [C:14]1(P([C:14]2[CH:19]=[CH:18][CH:17]=[CH:16][CH:15]=2)[C:14]2[CH:19]=[CH:18][CH:17]=[CH:16][CH:15]=2)[CH:19]=[CH:18][CH:17]=[CH:16][CH:15]=1.[CH:20]1(C(O)C)CCCC[CH2:21]1.CCOC(/N=N/C(OCC)=O)=O.O1CCCCC1[N:47]1[C:55]2[C:50](=[CH:51][C:52]([C:56]3[N:60]=[CH:59][N:58](C(C4C=CC=CC=4)(C4C=CC=CC=4)C4C=CC=CC=4)[N:57]=3)=[CH:53][CH:54]=2)[C:49]([C:80]2[CH:81]=[C:82]([OH:86])[CH:83]=[CH:84][CH:85]=2)=[N:48]1.Cl. The catalyst is O1CCCC1. The product is [NH:57]1[C:56]([C:52]2[CH:51]=[C:50]3[C:55](=[CH:54][CH:53]=2)[NH:47][N:48]=[C:49]3[C:80]2[CH:85]=[CH:84][CH:83]=[C:82]([O:86][CH2:20][CH2:21][CH:14]3[CH2:15][CH2:16][CH2:17][CH2:18][CH2:19]3)[CH:81]=2)=[N:60][CH:59]=[N:58]1. The yield is 0.520. (4) The reactants are [CH3:1][C:2]([OH:12])([CH3:11])[CH2:3][NH:4][C:5]1[CH:10]=[CH:9][CH:8]=[CH:7][CH:6]=1.C(=O)([O-])[O-].[K+].[K+].Br[CH2:20][C:21](OCC)=[O:22]. The catalyst is CN(C=O)C. The product is [CH3:11][C:2]1([CH3:1])[CH2:3][N:4]([C:5]2[CH:10]=[CH:9][CH:8]=[CH:7][CH:6]=2)[CH2:20][C:21](=[O:22])[O:12]1. The yield is 0.860.